Dataset: Reaction yield outcomes from USPTO patents with 853,638 reactions. Task: Predict the reaction yield, written as a fraction of the theoretical maximum amount of product (1.0 means a 100% yield; for example, 0.34 means a 34% yield). The reactants are S(=O)(=O)(O)O.[C:6]1([C@H:16]([NH:18][CH2:19]/[CH:20]=[CH:21]/[C:22]2[CH:27]=[CH:26][CH:25]=[C:24]([C:28]([F:31])([F:30])[F:29])[CH:23]=2)[CH3:17])[C:15]2[C:10](=[CH:11][CH:12]=[CH:13][CH:14]=2)[CH:9]=[CH:8][CH:7]=1.[OH-].[Na+].[ClH:34]. The catalyst is C(OC)(C)(C)C. The product is [ClH:34].[C:6]1([C@H:16]([NH:18][CH2:19]/[CH:20]=[CH:21]/[C:22]2[CH:27]=[CH:26][CH:25]=[C:24]([C:28]([F:29])([F:30])[F:31])[CH:23]=2)[CH3:17])[C:15]2[C:10](=[CH:11][CH:12]=[CH:13][CH:14]=2)[CH:9]=[CH:8][CH:7]=1. The yield is 0.981.